This data is from NCI-60 drug combinations with 297,098 pairs across 59 cell lines. The task is: Regression. Given two drug SMILES strings and cell line genomic features, predict the synergy score measuring deviation from expected non-interaction effect. Drug 1: C1=CC(=C2C(=C1NCCNCCO)C(=O)C3=C(C=CC(=C3C2=O)O)O)NCCNCCO. Drug 2: C1=C(C(=O)NC(=O)N1)N(CCCl)CCCl. Cell line: OVCAR3. Synergy scores: CSS=35.4, Synergy_ZIP=-6.64, Synergy_Bliss=-2.91, Synergy_Loewe=-3.17, Synergy_HSA=1.82.